From a dataset of Forward reaction prediction with 1.9M reactions from USPTO patents (1976-2016). Predict the product of the given reaction. (1) Given the reactants CO.C([O:10][C:11]1[C:12]([CH3:27])=[C:13]([CH3:26])[C:14]([NH:18][C:19]2[CH:24]=[CH:23][C:22]([Br:25])=[CH:21][CH:20]=2)=[N:15][C:16]=1[CH3:17])C1C=CC=CC=1, predict the reaction product. The product is: [CH3:17][C:16]1[C:11]([OH:10])=[C:12]([CH3:27])[C:13]([CH3:26])=[C:14]([NH:18][C:19]2[CH:24]=[CH:23][CH:22]=[CH:21][CH:20]=2)[N:15]=1.[BrH:25]. (2) Given the reactants [CH2:1]([O:8][C:9]1[CH:14]=[CH:13][C:12]([CH2:15][C:16]([OH:18])=O)=[C:11]([O:19][CH3:20])[CH:10]=1)[C:2]1[CH:7]=[CH:6][CH:5]=[CH:4][CH:3]=1.[NH:21]1[CH2:24][CH2:23][CH2:22]1.CCN(C(C)C)C(C)C.CN(C(ON1N=NC2C=CC=NC1=2)=[N+](C)C)C.F[P-](F)(F)(F)(F)F, predict the reaction product. The product is: [N:21]1([C:16](=[O:18])[CH2:15][C:12]2[CH:13]=[CH:14][C:9]([O:8][CH2:1][C:2]3[CH:3]=[CH:4][CH:5]=[CH:6][CH:7]=3)=[CH:10][C:11]=2[O:19][CH3:20])[CH2:24][CH2:23][CH2:22]1. (3) Given the reactants [CH2:1]([N:8]1[CH2:13][CH2:12][CH:11]([NH:14][C:15]2[CH:20]=[CH:19][C:18]([Cl:21])=[C:17]([O:22][CH3:23])[CH:16]=2)[CH2:10][CH2:9]1)[C:2]1[CH:7]=[CH:6][CH:5]=[CH:4][CH:3]=1.[C:24](O[C:24](=[O:27])[CH2:25][CH3:26])(=[O:27])[CH2:25][CH3:26].[OH-].[Na+], predict the reaction product. The product is: [CH2:1]([N:8]1[CH2:13][CH2:12][CH:11]([N:14]([C:15]2[CH:20]=[CH:19][C:18]([Cl:21])=[C:17]([O:22][CH3:23])[CH:16]=2)[C:24](=[O:27])[CH2:25][CH3:26])[CH2:10][CH2:9]1)[C:2]1[CH:7]=[CH:6][CH:5]=[CH:4][CH:3]=1. (4) Given the reactants C([N-]C(C)C)(C)C.[Li+].[CH2:9]([N:13]1[C:17]2[C:18]([Cl:22])=[N:19][CH:20]=[CH:21][C:16]=2[N:15]=[CH:14]1)[C:10]#[C:11][CH3:12].[Cl:23]C(Cl)(Cl)C(Cl)(Cl)Cl.[Cl-].[NH4+], predict the reaction product. The product is: [CH2:9]([N:13]1[C:17]2[C:18]([Cl:22])=[N:19][CH:20]=[CH:21][C:16]=2[N:15]=[C:14]1[Cl:23])[C:10]#[C:11][CH3:12]. (5) Given the reactants [CH3:1][OH:2].[H-].[Na+].Cl[CH2:6][C:7]1[CH:8]=[C:9]([CH:30]=[CH:31][N:32]=1)[C:10]([NH:12][C:13]1[O:14][C:15]2[C:21]([CH:22]3[CH2:27][CH2:26][O:25][CH2:24][CH2:23]3)=[CH:20][CH:19]=[C:18]([O:28][CH3:29])[C:16]=2[N:17]=1)=[O:11].Cl, predict the reaction product. The product is: [CH3:1][O:2][CH2:6][C:7]1[CH:8]=[C:9]([CH:30]=[CH:31][N:32]=1)[C:10]([NH:12][C:13]1[O:14][C:15]2[C:21]([CH:22]3[CH2:27][CH2:26][O:25][CH2:24][CH2:23]3)=[CH:20][CH:19]=[C:18]([O:28][CH3:29])[C:16]=2[N:17]=1)=[O:11]. (6) Given the reactants Br[CH:2]([F:14])[CH2:3][C:4]([F:13])([C:9]([F:12])([F:11])[F:10])[C:5]([F:8])([F:7])[F:6], predict the reaction product. The product is: [F:14]/[CH:2]=[CH:3]/[C:4]([F:13])([C:5]([F:6])([F:7])[F:8])[C:9]([F:10])([F:12])[F:11]. (7) Given the reactants Br[C:2]1[CH:3]=[C:4]2[C:8](=[CH:9][CH:10]=1)[NH:7][CH:6]=[C:5]2/[C:11](=[CH:14]/[C:15]1[CH:16]=[N:17][CH:18]=[CH:19][CH:20]=1)/[C:12]#[N:13].C1COCC1.[O-]P([O-])([O-])=O.[K+].[K+].[K+].[CH3:34][O:35][C:36]1[CH:37]=[C:38](B(O)O)[CH:39]=[C:40]([O:44][CH3:45])[C:41]=1[O:42][CH3:43], predict the reaction product. The product is: [N:17]1[CH:18]=[CH:19][CH:20]=[C:15](/[CH:14]=[C:11](/[C:5]2[C:4]3[C:8](=[CH:9][CH:10]=[C:2]([C:38]4[CH:39]=[C:40]([O:44][CH3:45])[C:41]([O:42][CH3:43])=[C:36]([O:35][CH3:34])[CH:37]=4)[CH:3]=3)[NH:7][CH:6]=2)\[C:12]#[N:13])[CH:16]=1. (8) Given the reactants C1(P(C2C=CC=CC=2)C2C=CC=CC=2)C=CC=CC=1.[OH:20][CH2:21][CH2:22][C:23]1[CH:28]=[CH:27][C:26]([NH:29][C:30](=[O:34])[CH:31]([CH3:33])[CH3:32])=[CH:25][CH:24]=1.[CH2:35]([O:37][C:38](=[O:51])[C@@H:39]([O:48][CH2:49][CH3:50])[CH2:40][C:41]1[CH:46]=[CH:45][C:44](O)=[CH:43][CH:42]=1)[CH3:36].N(C(N1CCCCC1)=O)=NC(N1CCCCC1)=O, predict the reaction product. The product is: [CH2:35]([O:37][C:38](=[O:51])[C@@H:39]([O:48][CH2:49][CH3:50])[CH2:40][C:41]1[CH:46]=[CH:45][C:44]([O:20][CH2:21][CH2:22][C:23]2[CH:28]=[CH:27][C:26]([NH:29][C:30](=[O:34])[CH:31]([CH3:32])[CH3:33])=[CH:25][CH:24]=2)=[CH:43][CH:42]=1)[CH3:36].